From a dataset of Reaction yield outcomes from USPTO patents with 853,638 reactions. Predict the reaction yield, written as a fraction of the theoretical maximum amount of product (1.0 means a 100% yield; for example, 0.34 means a 34% yield). The reactants are [Br:1][C:2]1[CH2:6][CH2:5][CH2:4][C:3]=1[Sn](C)(C)C.[CH2:11]([O:13][C:14](=[O:22])[C:15]1[CH:20]=[CH:19][CH:18]=[C:17](I)[CH:16]=1)[CH3:12].C1([As](C2C=CC=CC=2)C2C=CC=CC=2)C=CC=CC=1. The catalyst is CN(C)C=O. The product is [CH2:11]([O:13][C:14](=[O:22])[C:15]1[CH:20]=[CH:19][CH:18]=[C:17]([C:3]2[CH2:4][CH2:5][CH2:6][C:2]=2[Br:1])[CH:16]=1)[CH3:12]. The yield is 0.280.